Dataset: Full USPTO retrosynthesis dataset with 1.9M reactions from patents (1976-2016). Task: Predict the reactants needed to synthesize the given product. (1) Given the product [CH:20]1([C:23]2[N:28]=[C:27]([C:29]3[NH:8][C:7]4=[N:6][C:5]([N:9]5[CH2:14][CH2:13][CH2:12][C@@H:11]([C:15]([O:17][CH2:18][CH3:19])=[O:16])[CH2:10]5)=[CH:4][CH:3]=[C:2]4[N:1]=3)[CH:26]=[CH:25][CH:24]=2)[CH2:22][CH2:21]1, predict the reactants needed to synthesize it. The reactants are: [NH2:1][C:2]1[CH:3]=[CH:4][C:5]([N:9]2[CH2:14][CH2:13][CH2:12][C@@H:11]([C:15]([O:17][CH2:18][CH3:19])=[O:16])[CH2:10]2)=[N:6][C:7]=1[NH2:8].[CH:20]1([C:23]2[N:28]=[C:27]([CH:29]=O)[CH:26]=[CH:25][CH:24]=2)[CH2:22][CH2:21]1.[S].C(O)(=O)C. (2) Given the product [C:12]([O:11][C:10](=[O:16])[NH:9][CH2:32][CH:31]([C:22]1[C:21]([CH3:33])=[C:20]([Cl:19])[CH:25]=[C:24]([C:26](=[O:28])[CH3:27])[C:23]=1[O:29][CH3:30])[OH:36])([CH3:15])([CH3:14])[CH3:13], predict the reactants needed to synthesize it. The reactants are: ClC1C=CC(C(O[NH:9][C:10](=[O:16])[O:11][C:12]([CH3:15])([CH3:14])[CH3:13])=O)=CC=1.[Cl:19][C:20]1[C:21]([CH3:33])=[C:22]([CH:31]=[CH2:32])[C:23]([O:29][CH3:30])=[C:24]([C:26](=[O:28])[CH3:27])[CH:25]=1.C(=O)([O-:36])N. (3) Given the product [C:11]1([CH2:17][N:18]2[CH2:23][CH2:22][CH:21]([N:24]3[CH:4]=[N:5][NH:6][C:7]3=[O:9])[CH2:20][CH2:19]2)[CH:12]=[CH:13][CH:14]=[CH:15][CH:16]=1, predict the reactants needed to synthesize it. The reactants are: C(O/[CH:4]=[N:5]/[NH:6][C:7]([O:9]C)=O)C.[C:11]1([CH2:17][N:18]2[CH2:23][CH2:22][CH:21]([NH2:24])[CH2:20][CH2:19]2)[CH:16]=[CH:15][CH:14]=[CH:13][CH:12]=1.C[O-].[Na+].